From a dataset of Retrosynthesis with 50K atom-mapped reactions and 10 reaction types from USPTO. Predict the reactants needed to synthesize the given product. (1) Given the product COc1ccc(Cc2nn3c(C(CCCc4ccccc4)C(C)O)nc(C)c3c(=O)[nH]2)cc1, predict the reactants needed to synthesize it. The reactants are: COc1ccc(Cc2nn3c(C(CCCc4ccccc4)C(C)=O)nc(C)c3c(=O)[nH]2)cc1. (2) Given the product COc1ccc(CC2CCC2)cc1, predict the reactants needed to synthesize it. The reactants are: COc1ccc(C(=O)C2CCC2)cc1. (3) Given the product CC(=O)Nc1cc(N2CCCNCC2)ccc1S(=O)(=O)c1cccc(F)c1, predict the reactants needed to synthesize it. The reactants are: CC(=O)Nc1cc(N2CCCN(C(=O)OC(C)(C)C)CC2)ccc1S(=O)(=O)c1cccc(F)c1. (4) Given the product N#CCOc1cc(Br)cnc1Cl, predict the reactants needed to synthesize it. The reactants are: N#CCCl.Oc1cc(Br)cnc1Cl.